From a dataset of Forward reaction prediction with 1.9M reactions from USPTO patents (1976-2016). Predict the product of the given reaction. (1) Given the reactants C(Cl)(=O)C(Cl)=O.[CH3:7][N:8]1[C:12]2[CH:13]=[CH:14][C:15]([CH2:17][CH2:18][CH2:19][C:20]([OH:22])=O)=[CH:16][C:11]=2[N:10]([CH3:23])[C:9]1=[O:24].CN(C)C=O.[Cl-].[Al+3].[Cl-].[Cl-], predict the reaction product. The product is: [CH3:23][N:10]1[C:11]2[CH:16]=[C:15]3[C:14](=[CH:13][C:12]=2[N:8]([CH3:7])[C:9]1=[O:24])[C:20](=[O:22])[CH2:19][CH2:18][CH2:17]3. (2) Given the reactants [N:1]1[CH:6]=[CH:5][CH:4]=[C:3]([C:7]2[N:12]=[C:11]([CH3:13])[C:10]([C:14]([OH:16])=O)=[CH:9][N:8]=2)[CH:2]=1.C(N(C(C)C)CC)(C)C.Cl.[CH3:27][NH:28][S:29]([C:32]1[CH:33]=[C:34]([CH:37]=[CH:38][CH:39]=1)[CH2:35][NH2:36])(=[O:31])=[O:30], predict the reaction product. The product is: [CH3:27][NH:28][S:29]([C:32]1[CH:33]=[C:34]([CH:37]=[CH:38][CH:39]=1)[CH2:35][NH:36][C:14]([C:10]1[C:11]([CH3:13])=[N:12][C:7]([C:3]2[CH:2]=[N:1][CH:6]=[CH:5][CH:4]=2)=[N:8][CH:9]=1)=[O:16])(=[O:30])=[O:31].